This data is from Full USPTO retrosynthesis dataset with 1.9M reactions from patents (1976-2016). The task is: Predict the reactants needed to synthesize the given product. Given the product [Br:1][C:2]1[CH:7]=[CH:6][C:5]([C:10]([F:17])([F:16])[C:11]([O:13][CH2:14][CH3:15])=[O:12])=[CH:4][CH:3]=1, predict the reactants needed to synthesize it. The reactants are: [Br:1][C:2]1[CH:7]=[CH:6][C:5](I)=[CH:4][CH:3]=1.Br[C:10]([F:17])([F:16])[C:11]([O:13][CH2:14][CH3:15])=[O:12].C(=O)(O)[O-].[Na+].